Dataset: Reaction yield outcomes from USPTO patents with 853,638 reactions. Task: Predict the reaction yield, written as a fraction of the theoretical maximum amount of product (1.0 means a 100% yield; for example, 0.34 means a 34% yield). The reactants are [CH3:1][C@H:2]1[CH2:6][CH2:5][CH2:4][N:3]1[C:7]1[CH:12]=[CH:11][C:10]([N+:13]([O-])=O)=[C:9]([C:16]([F:19])([F:18])[F:17])[CH:8]=1. The catalyst is CO.[Pd]. The product is [CH3:1][C@H:2]1[CH2:6][CH2:5][CH2:4][N:3]1[C:7]1[CH:12]=[CH:11][C:10]([NH2:13])=[C:9]([C:16]([F:18])([F:17])[F:19])[CH:8]=1. The yield is 0.980.